This data is from Forward reaction prediction with 1.9M reactions from USPTO patents (1976-2016). The task is: Predict the product of the given reaction. (1) Given the reactants [CH2:1]([O:4][CH2:5][CH2:6][CH2:7][C@H:8]([NH:15][C:16]([O:18][C:19]([CH3:22])([CH3:21])[CH3:20])=[O:17])[C:9]([O:11]C(C)C)=[O:10])[CH:2]=[CH2:3].O.[OH-].[Li+], predict the reaction product. The product is: [CH2:1]([O:4][CH2:5][CH2:6][CH2:7][C@H:8]([NH:15][C:16]([O:18][C:19]([CH3:22])([CH3:21])[CH3:20])=[O:17])[C:9]([OH:11])=[O:10])[CH:2]=[CH2:3]. (2) The product is: [CH:1]1([CH:4]([C:7]2[C:8]([C:9]3[CH:14]=[CH:13][C:12]([C:15]([F:18])([F:17])[F:16])=[CH:11][CH:10]=3)=[N:56][C:55]([NH:54][C:44]3[CH:45]=[CH:46][C:47]([N:48]4[CH:52]=[C:51]([CH3:53])[N:50]=[CH:49]4)=[C:42]([O:41][CH3:40])[CH:43]=3)=[N:57][CH:20]=2)[C:5]#[N:6])[CH2:3][CH2:2]1. Given the reactants [CH:1]1([CH:4]([CH2:7][C:8](=O)[C:9]2[CH:14]=[CH:13][C:12]([C:15]([F:18])([F:17])[F:16])=[CH:11][CH:10]=2)[C:5]#[N:6])[CH2:3][CH2:2]1.[C:20](OC(N(C)C)N(C)C)(C)(C)C.[N+]([O-])(O)=O.[N+]([O-])(O)=O.[CH3:40][O:41][C:42]1[CH:43]=[C:44]([NH:54][C:55]([NH2:57])=[NH:56])[CH:45]=[CH:46][C:47]=1[N:48]1[CH:52]=[C:51]([CH3:53])[N:50]=[CH:49]1, predict the reaction product. (3) Given the reactants CC1C=CC(S(O)(=O)=O)=CC=1.[Cl:12][C:13]1[C:18]([NH:19][C:20](=O)[C:21]([CH3:24])([CH3:23])[CH3:22])=[C:17]([NH:26][CH2:27][CH3:28])[N:16]=[CH:15][N:14]=1, predict the reaction product. The product is: [C:21]([C:20]1[N:26]([CH2:27][CH3:28])[C:17]2[C:18]([N:19]=1)=[C:13]([Cl:12])[N:14]=[CH:15][N:16]=2)([CH3:24])([CH3:23])[CH3:22]. (4) Given the reactants [OH:1][C:2]1[CH:16]=[CH:15][C:5]([CH2:6][NH:7][C:8](=[O:14])[O:9][C:10]([CH3:13])([CH3:12])[CH3:11])=[CH:4][C:3]=1[O:17][CH3:18].C(=O)([O-])[O-].[K+].[K+].Cl.Cl[CH2:27][C:28]1[CH:29]=[CH:30][C:31]([CH3:34])=[N:32][CH:33]=1, predict the reaction product. The product is: [CH3:18][O:17][C:3]1[CH:4]=[C:5]([CH:15]=[CH:16][C:2]=1[O:1][CH2:27][C:28]1[CH:33]=[N:32][C:31]([CH3:34])=[CH:30][CH:29]=1)[CH2:6][NH:7][C:8](=[O:14])[O:9][C:10]([CH3:13])([CH3:12])[CH3:11]. (5) Given the reactants [NH2:1][C:2]1[C:11]2[CH:10]=[CH:9][CH:8]=[C:7](Br)[C:6]=2[N:5]=[C:4]2[CH2:13][N:14]([CH:17]3[CH2:20][CH2:19][CH2:18]3)[C:15](=[O:16])[C:3]=12.[F:21][C:22]1[N:27]=[C:26]([CH3:28])[C:25](B(O)O)=[CH:24][CH:23]=1, predict the reaction product. The product is: [NH2:1][C:2]1[C:11]2[CH:10]=[CH:9][CH:8]=[C:7]([C:25]3[C:26]([CH3:28])=[N:27][C:22]([F:21])=[CH:23][CH:24]=3)[C:6]=2[N:5]=[C:4]2[CH2:13][N:14]([CH:17]3[CH2:20][CH2:19][CH2:18]3)[C:15](=[O:16])[C:3]=12. (6) Given the reactants CN(C)C=O.[C:6]([Cl:11])(=O)[C:7](Cl)=O.[S:12]1[C:20]2C(=O)C=[CH:17][NH:16][C:15]=2[CH:14]=[CH:13]1, predict the reaction product. The product is: [Cl:11][C:6]1[CH:7]=[CH:17][N:16]=[C:15]2[CH:14]=[CH:13][S:12][C:20]=12. (7) Given the reactants [F:1][C:2]1[CH:7]=[CH:6][C:5]([F:8])=[CH:4][C:3]=1[CH2:9][S:10](Cl)(=[O:12])=[O:11].[Cl-].[CH:15]1([O:21][C:22]([C:24]2[N:25]=[C:26]([CH:29]3[CH2:34][CH2:33][NH2+:32][CH2:31][CH2:30]3)[S:27][CH:28]=2)=[O:23])[CH2:20][CH2:19][CH2:18][CH2:17][CH2:16]1.C(N(CC)CC)C.O, predict the reaction product. The product is: [F:1][C:2]1[CH:7]=[CH:6][C:5]([F:8])=[CH:4][C:3]=1[CH2:9][S:10]([N:32]1[CH2:31][CH2:30][CH:29]([C:26]2[S:27][CH:28]=[C:24]([C:22]([O:21][CH:15]3[CH2:16][CH2:17][CH2:18][CH2:19][CH2:20]3)=[O:23])[N:25]=2)[CH2:34][CH2:33]1)(=[O:12])=[O:11]. (8) The product is: [C:1]([C:3]1[C:13]2[O:12][CH2:11][CH2:10][N:9]([C:14]([O:16][C:17]([CH3:18])([CH3:19])[CH3:20])=[O:15])[CH:8]([CH2:21][CH2:22][OH:23])[C:7]=2[CH:6]=[CH:5][CH:4]=1)#[N:2]. Given the reactants [C:1]([C:3]1[C:13]2[O:12][CH2:11][CH2:10][N:9]([C:14]([O:16][C:17]([CH3:20])([CH3:19])[CH3:18])=[O:15])[CH:8]([CH2:21][C:22](OCC)=[O:23])[C:7]=2[CH:6]=[CH:5][CH:4]=1)#[N:2].[BH4-].[Li+].C1COCC1.C(OCC)C, predict the reaction product. (9) Given the reactants C(O)(=O)C.O=[CH:6][CH2:7][CH2:8][NH:9][C:10](=[O:16])[O:11][C:12]([CH3:15])([CH3:14])[CH3:13].[NH2:17][C@:18]12[CH2:53][CH2:52][C@@H:51]([C:54]([CH3:56])=[CH2:55])[C@@H:19]1[C@@H:20]1[C@@:33]([CH3:36])([CH2:34][CH2:35]2)[C@@:32]2([CH3:37])[C@@H:23]([C@:24]3([CH3:50])[C@@H:29]([CH2:30][CH2:31]2)[C:28]([CH3:39])([CH3:38])[C:27]([C:40]2[CH:49]=[CH:48][C:43]([C:44]([O:46][CH3:47])=[O:45])=[CH:42][CH:41]=2)=[CH:26][CH2:25]3)[CH2:22][CH2:21]1.C(O[BH-](OC(=O)C)OC(=O)C)(=O)C.[Na+], predict the reaction product. The product is: [C:12]([O:11][C:10]([NH:9][CH2:8][CH2:7][CH2:6][NH:17][C@:18]12[CH2:53][CH2:52][C@@H:51]([C:54]([CH3:56])=[CH2:55])[C@@H:19]1[C@@H:20]1[C@@:33]([CH3:36])([CH2:34][CH2:35]2)[C@@:32]2([CH3:37])[C@@H:23]([C@:24]3([CH3:50])[C@@H:29]([CH2:30][CH2:31]2)[C:28]([CH3:38])([CH3:39])[C:27]([C:40]2[CH:41]=[CH:42][C:43]([C:44]([O:46][CH3:47])=[O:45])=[CH:48][CH:49]=2)=[CH:26][CH2:25]3)[CH2:22][CH2:21]1)=[O:16])([CH3:15])([CH3:14])[CH3:13].